From a dataset of Forward reaction prediction with 1.9M reactions from USPTO patents (1976-2016). Predict the product of the given reaction. (1) Given the reactants [C:1]([O:5][C:6]([N:8]1[CH2:12][CH2:11][C@H:10]([NH:13][C:14]2[C:22]3[C:17](=[N:18][CH:19]=[CH:20][C:21]=3[O:23][C:24]3[CH:32]=[CH:31][C:27]([C:28](O)=[O:29])=[CH:26][CH:25]=3)[N:16]([CH2:33][C:34]3[CH:39]=[CH:38][C:37]([O:40][CH3:41])=[CH:36][CH:35]=3)[N:15]=2)[CH2:9]1)=[O:7])([CH3:4])([CH3:3])[CH3:2].[N:42]1[CH:47]=[CH:46][CH:45]=[N:44][C:43]=1[NH2:48], predict the reaction product. The product is: [CH3:41][O:40][C:37]1[CH:36]=[CH:35][C:34]([CH2:33][N:16]2[C:17]3=[N:18][CH:19]=[CH:20][C:21]([O:23][C:24]4[CH:25]=[CH:26][C:27]([C:28](=[O:29])[NH:48][C:43]5[N:44]=[CH:45][CH:46]=[CH:47][N:42]=5)=[CH:31][CH:32]=4)=[C:22]3[C:14]([NH:13][C@@H:10]3[CH2:11][CH2:12][N:8]([C:6]([O:5][C:1]([CH3:2])([CH3:4])[CH3:3])=[O:7])[CH2:9]3)=[N:15]2)=[CH:39][CH:38]=1. (2) The product is: [Br:1][C:2]1[CH:11]=[CH:10][CH:9]=[C:8]2[C:3]=1[CH2:4][CH2:5][N:6]([C:17](=[O:27])[CH2:18][NH:19][C:20]([O:22][C:23]([CH3:25])([CH3:24])[CH3:26])=[O:21])[CH:7]2[CH2:12][C:13]([OH:15])=[O:14]. Given the reactants [Br:1][C:2]1[CH:11]=[CH:10][CH:9]=[C:8]2[C:3]=1[CH2:4][CH2:5][N:6]([C:17](=[O:27])[CH2:18][NH:19][C:20]([O:22][C:23]([CH3:26])([CH3:25])[CH3:24])=[O:21])[CH:7]2[CH2:12][C:13]([O:15]C)=[O:14].[OH-].[Na+], predict the reaction product. (3) Given the reactants Br[C:2]1[C:3]([CH3:23])=[C:4]([N:8]2[C:17](=[O:18])[C:16]3[C:11](=[CH:12][C:13]([O:19][CH3:20])=[CH:14][CH:15]=3)[N:10]([CH3:21])[C:9]2=[O:22])[CH:5]=[CH:6][CH:7]=1.[CH3:24][C:25]1([CH3:41])[C:29]([CH3:31])([CH3:30])[O:28][B:27]([B:27]2[O:28][C:29]([CH3:31])([CH3:30])[C:25]([CH3:41])([CH3:24])[O:26]2)[O:26]1.C([O-])(=O)C.[K+], predict the reaction product. The product is: [CH3:20][O:19][C:13]1[CH:12]=[C:11]2[C:16]([C:17](=[O:18])[N:8]([C:4]3[CH:5]=[CH:6][CH:7]=[C:2]([B:27]4[O:28][C:29]([CH3:31])([CH3:30])[C:25]([CH3:41])([CH3:24])[O:26]4)[C:3]=3[CH3:23])[C:9](=[O:22])[N:10]2[CH3:21])=[CH:15][CH:14]=1. (4) The product is: [Cl:1][C:2]1[CH:3]=[N+:4]([O-:32])[CH:5]=[C:6]([Cl:31])[C:7]=1[CH2:8][C@H:9]([O:20][C:21](=[O:30])[C:22]1[CH:27]=[CH:26][CH:25]=[C:24]([CH2:28][NH:36][C:35]2[CH:37]=[CH:38][CH:39]=[CH:40][C:34]=2[Cl:33])[CH:23]=1)[C:10]1[CH:15]=[CH:14][C:13]([O:16][CH3:17])=[C:12]([O:18][CH3:19])[CH:11]=1. Given the reactants [Cl:1][C:2]1[CH:3]=[N+:4]([O-:32])[CH:5]=[C:6]([Cl:31])[C:7]=1[CH2:8][C@H:9]([O:20][C:21](=[O:30])[C:22]1[CH:27]=[CH:26][CH:25]=[C:24]([CH:28]=O)[CH:23]=1)[C:10]1[CH:15]=[CH:14][C:13]([O:16][CH3:17])=[C:12]([O:18][CH3:19])[CH:11]=1.[Cl:33][C:34]1[CH:40]=[CH:39][CH:38]=[CH:37][C:35]=1[NH2:36].C(O)(=O)C.[BH-](OC(C)=O)(OC(C)=O)OC(C)=O.[Na+], predict the reaction product. (5) Given the reactants [F:1][C:2]([F:36])([F:35])[C:3]1[CH:4]=[C:5]([CH:28]=[C:29]([C:31]([F:34])([F:33])[F:32])[CH:30]=1)[C:6]([N:8]1[CH2:27][CH2:26][C:11]2([N:15]([C:16]3[CH:21]=[CH:20][CH:19]=[CH:18][CH:17]=3)[CH2:14][N:13]([CH2:22][CH2:23]O)[C:12]2=[O:25])[CH2:10][CH2:9]1)=[O:7].[NH:37]1[CH:41]=[CH:40][N:39]=[CH:38]1, predict the reaction product. The product is: [F:33][C:31]([F:32])([F:34])[C:29]1[CH:28]=[C:5]([CH:4]=[C:3]([C:2]([F:36])([F:1])[F:35])[CH:30]=1)[C:6]([N:8]1[CH2:9][CH2:10][C:11]2([N:15]([C:16]3[CH:21]=[CH:20][CH:19]=[CH:18][CH:17]=3)[CH2:14][N:13]([CH2:22][CH2:23][N:37]3[CH:41]=[CH:40][N:39]=[CH:38]3)[C:12]2=[O:25])[CH2:26][CH2:27]1)=[O:7]. (6) Given the reactants [H-].[Na+].[CH3:3][O:4][C:5]1[CH:10]=[CH:9][C:8]([N:11]2[CH2:15][C@H:14]([CH2:16][CH2:17][CH3:18])[NH:13][C:12]2=[O:19])=[CH:7][CH:6]=1.Cl[CH2:21][C:22]([NH:24][C:25]1[CH:30]=[C:29]([C:31]([F:34])([F:33])[F:32])[CH:28]=[CH:27][N:26]=1)=[O:23], predict the reaction product. The product is: [CH3:3][O:4][C:5]1[CH:6]=[CH:7][C:8]([N:11]2[CH2:15][C@H:14]([CH2:16][CH2:17][CH3:18])[N:13]([CH2:21][C:22]([NH:24][C:25]3[CH:30]=[C:29]([C:31]([F:34])([F:32])[F:33])[CH:28]=[CH:27][N:26]=3)=[O:23])[C:12]2=[O:19])=[CH:9][CH:10]=1. (7) Given the reactants [CH:1]1([C:4]2[CH:11]=[CH:10][CH:9]=[C:8]([CH2:12][CH3:13])[C:5]=2[CH:6]=[O:7])[CH2:3][CH2:2]1.Cl([O-])=[O:15].[Na+].P([O-])(O)(O)=O.[Na+], predict the reaction product. The product is: [CH:1]1([C:4]2[CH:11]=[CH:10][CH:9]=[C:8]([CH2:12][CH3:13])[C:5]=2[C:6]([OH:15])=[O:7])[CH2:2][CH2:3]1. (8) Given the reactants [C:1]([C:5]1[N:10]=[CH:9][C:8]([C:11]2[N:12]([C:32]([N:34]3[CH2:39][CH2:38][CH:37]([CH2:40][C:41]([OH:43])=O)[CH2:36][CH2:35]3)=[O:33])[C@@:13]([C:25]3[CH:30]=[CH:29][C:28]([Cl:31])=[CH:27][CH:26]=3)([CH3:24])[C@@:14]([C:17]3[CH:22]=[CH:21][C:20]([Cl:23])=[CH:19][CH:18]=3)([CH3:16])[N:15]=2)=[C:7]([O:44][CH2:45][CH3:46])[CH:6]=1)([CH3:4])([CH3:3])[CH3:2].[F:47][C:48]1[CH:53]=[CH:52][C:51]([C@H:54]([NH2:56])[CH3:55])=[CH:50][CH:49]=1, predict the reaction product. The product is: [C:1]([C:5]1[N:10]=[CH:9][C:8]([C:11]2[N:12]([C:32]([N:34]3[CH2:35][CH2:36][CH:37]([CH2:40][C:41]([NH:56][C@@H:54]([C:51]4[CH:52]=[CH:53][C:48]([F:47])=[CH:49][CH:50]=4)[CH3:55])=[O:43])[CH2:38][CH2:39]3)=[O:33])[C@@:13]([C:25]3[CH:30]=[CH:29][C:28]([Cl:31])=[CH:27][CH:26]=3)([CH3:24])[C@@:14]([C:17]3[CH:22]=[CH:21][C:20]([Cl:23])=[CH:19][CH:18]=3)([CH3:16])[N:15]=2)=[C:7]([O:44][CH2:45][CH3:46])[CH:6]=1)([CH3:4])([CH3:2])[CH3:3].